Dataset: Catalyst prediction with 721,799 reactions and 888 catalyst types from USPTO. Task: Predict which catalyst facilitates the given reaction. (1) Reactant: [Cl:1][C:2]1[CH:7]=[C:6]([Cl:8])[CH:5]=[CH:4][C:3]=1[CH2:9][O:10][C@@H:11]1[C@@H:17]([CH2:18][O:19][CH2:20][C:21]2[CH:26]=[CH:25][C:24]([Cl:27])=[CH:23][C:22]=2[Cl:28])[O:16][C@H:13](OC)[C@:12]1([CH3:30])[OH:29].Br.[NH2:32][C:33]1[N:34]=[C:35]([Cl:42])[C:36]2[CH:41]=[CH:40][NH:39][C:37]=2[N:38]=1.[OH-].[K+].COCCOCCN(CCOCCOC)CCOCCOC. Product: [NH2:32][C:33]1[N:34]=[C:35]([Cl:42])[C:36]2[CH:41]=[CH:40][N:39]([C@@H:13]3[O:16][C@H:17]([CH2:18][O:19][CH2:20][C:21]4[CH:26]=[CH:25][C:24]([Cl:27])=[CH:23][C:22]=4[Cl:28])[C@@H:11]([O:10][CH2:9][C:3]4[CH:4]=[CH:5][C:6]([Cl:8])=[CH:7][C:2]=4[Cl:1])[C@@:12]3([CH3:30])[OH:29])[C:37]=2[N:38]=1. The catalyst class is: 643. (2) Reactant: [CH3:1][N:2]([S:12]([CH3:15])(=[O:14])=[O:13])[C:3]1[NH:7][N:6]=[N:5][C:4]=1[C:8]([O:10]C)=[O:9].[OH-].[Na+]. Product: [CH3:1][N:2]([S:12]([CH3:15])(=[O:14])=[O:13])[C:3]1[NH:7][N:6]=[N:5][C:4]=1[C:8]([OH:10])=[O:9]. The catalyst class is: 1. (3) Reactant: [NH:1]1[CH2:4][CH2:3][C@H:2]1[CH2:5][N:6]1[C:14]2[C:9](=[C:10]([Cl:15])[CH:11]=[CH:12][CH:13]=2)[C:8]([C:16]([NH:18][CH2:19][CH:20]2[CH2:25][CH2:24][C:23]([F:27])([F:26])[CH2:22][CH2:21]2)=[O:17])=[CH:7]1.C=O.[C:30](O[BH-](OC(=O)C)OC(=O)C)(=O)C.[Na+]. Product: [Cl:15][C:10]1[CH:11]=[CH:12][CH:13]=[C:14]2[C:9]=1[C:8]([C:16]([NH:18][CH2:19][CH:20]1[CH2:25][CH2:24][C:23]([F:26])([F:27])[CH2:22][CH2:21]1)=[O:17])=[CH:7][N:6]2[CH2:5][C@@H:2]1[CH2:3][CH2:4][N:1]1[CH3:30]. The catalyst class is: 2.